From a dataset of Reaction yield outcomes from USPTO patents with 853,638 reactions. Predict the reaction yield, written as a fraction of the theoretical maximum amount of product (1.0 means a 100% yield; for example, 0.34 means a 34% yield). (1) The reactants are [ClH:1].Cl.Cl.N[C:5]1[CH:6]=[C:7]([CH:11]2[CH2:16][CH:15]3[CH2:17][CH2:18][N:12]2[CH2:13][CH2:14]3)[CH:8]=[N:9][CH:10]=1.N([O:21][CH2:22][CH2:23]C(C)C)=O.C(OCC)C. The catalyst is C(O)C.C(Cl)(Cl)Cl. The product is [ClH:1].[ClH:1].[CH2:22]([O:21][C:5]1[CH:6]=[C:7]([CH:11]2[CH2:16][CH:15]3[CH2:17][CH2:18][N:12]2[CH2:13][CH2:14]3)[CH:8]=[N:9][CH:10]=1)[CH3:23]. The yield is 0.510. (2) The reactants are [NH:1]1[C:9]2[C:4](=[CH:5][CH:6]=[CH:7][CH:8]=2)[C:3]([C:10](=[O:59])[C:11]([NH:13][C:14]2[CH:19]=[CH:18][CH:17]=[C:16]([C:20]3[C:28]4[C:23](=[CH:24][CH:25]=[C:26]([C:29]5[N:33]=[CH:32][N:31](C(C6C=CC=CC=6)(C6C=CC=CC=6)C6C=CC=CC=6)[N:30]=5)[CH:27]=4)[N:22](C4CCCCO4)[N:21]=3)[CH:15]=2)=[O:12])=[CH:2]1. The catalyst is Cl.O1CCOCC1. The product is [NH:31]1[CH:32]=[N:33][C:29]([C:26]2[CH:27]=[C:28]3[C:23](=[CH:24][CH:25]=2)[NH:22][N:21]=[C:20]3[C:16]2[CH:15]=[C:14]([NH:13][C:11](=[O:12])[C:10]([C:3]3[C:4]4[C:9](=[CH:8][CH:7]=[CH:6][CH:5]=4)[NH:1][CH:2]=3)=[O:59])[CH:19]=[CH:18][CH:17]=2)=[N:30]1. The yield is 0.160. (3) The reactants are [NH2:1][C:2]1[CH:7]=[CH:6][C:5]([N:8]2[C:14](=[O:15])[CH2:13][C:12](=[O:16])[NH:11][C:10]3[C:17]4[C:22]([CH:23]=[CH:24][C:9]2=3)=[CH:21][CH:20]=[CH:19][CH:18]=4)=[CH:4][CH:3]=1.[CH3:25][O:26][C:27]1[CH:35]=[CH:34][CH:33]=[C:32]([O:36][CH3:37])[C:28]=1[C:29](Cl)=[O:30].O=C1CC(=O)N(C2C=CC(C(O)=O)=CC=2)C2C=CC3C(C=2N1)=CC=CC=3. No catalyst specified. The product is [CH3:37][O:36][C:32]1[CH:33]=[CH:34][CH:35]=[C:27]([O:26][CH3:25])[C:28]=1[C:29]([NH:1][C:2]1[CH:7]=[CH:6][C:5]([N:8]2[C:14](=[O:15])[CH2:13][C:12](=[O:16])[NH:11][C:10]3[C:17]4[C:22]([CH:23]=[CH:24][C:9]2=3)=[CH:21][CH:20]=[CH:19][CH:18]=4)=[CH:4][CH:3]=1)=[O:30]. The yield is 0.710. (4) The reactants are [Cl:1][C:2]1[C:3]([O:9][C:10]2[CH:15]=[C:14]([O:16][CH2:17][CH2:18][O:19][CH3:20])[CH:13]=[CH:12][C:11]=2[CH2:21][CH2:22][CH2:23][OH:24])=[N:4][CH:5]=[C:6]([Cl:8])[CH:7]=1.Cl[S:26]([N:29]=[C:30]=[O:31])(=[O:28])=[O:27].N1C=CC=CC=1.[CH3:38][O:39][CH2:40][CH2:41][CH2:42][NH2:43]. The catalyst is C1(C)C=CC=CC=1.O. The product is [CH3:38][O:39][CH2:40][CH2:41][CH2:42][NH:43][S:26]([NH:29][C:30](=[O:31])[O:24][CH2:23][CH2:22][CH2:21][C:11]1[CH:12]=[CH:13][C:14]([O:16][CH2:17][CH2:18][O:19][CH3:20])=[CH:15][C:10]=1[O:9][C:3]1[C:2]([Cl:1])=[CH:7][C:6]([Cl:8])=[CH:5][N:4]=1)(=[O:28])=[O:27]. The yield is 0.700. (5) The reactants are [C:1]([O:5][C:6]([NH:8][C:9]1[S:10][C:11]([Cl:67])=[C:12]([C:14](=[N:46][O:47][C:48]([C:61]2[CH:66]=[CH:65][CH:64]=[CH:63][CH:62]=2)([C:55]2[CH:60]=[CH:59][CH:58]=[CH:57][CH:56]=2)[C:49]2[CH:54]=[CH:53][CH:52]=[CH:51][CH:50]=2)[C:15]([NH:17][C@@H:18]2[C:25](=[O:26])[N:24]3[C@@H:19]2[S:20][CH2:21][C:22]([CH2:43][CH:44]=[O:45])=[C:23]3[C:27]([O:29][CH:30]([C:37]2[CH:42]=[CH:41][CH:40]=[CH:39][CH:38]=2)[C:31]2[CH:36]=[CH:35][CH:34]=[CH:33][CH:32]=2)=[O:28])=[O:16])[N:13]=1)=[O:7])([CH3:4])([CH3:3])[CH3:2].N1C=CC=CC=1.[F:74][C:75]([F:88])([F:87])[S:76](O[S:76]([C:75]([F:88])([F:87])[F:74])(=[O:78])=[O:77])(=[O:78])=[O:77].Cl. The catalyst is ClCCl.C(OCC)(=O)C. The product is [C:1]([O:5][C:6]([NH:8][C:9]1[S:10][C:11]([Cl:67])=[C:12]([C:14](=[N:46][O:47][C:48]([C:61]2[CH:66]=[CH:65][CH:64]=[CH:63][CH:62]=2)([C:55]2[CH:56]=[CH:57][CH:58]=[CH:59][CH:60]=2)[C:49]2[CH:50]=[CH:51][CH:52]=[CH:53][CH:54]=2)[C:15]([NH:17][C@@H:18]2[C:25](=[O:26])[N:24]3[C@@H:19]2[S:20][CH2:21][C:22](/[CH:43]=[CH:44]/[O:45][S:76]([C:75]([F:88])([F:87])[F:74])(=[O:78])=[O:77])=[C:23]3[C:27]([O:29][CH:30]([C:31]2[CH:36]=[CH:35][CH:34]=[CH:33][CH:32]=2)[C:37]2[CH:42]=[CH:41][CH:40]=[CH:39][CH:38]=2)=[O:28])=[O:16])[N:13]=1)=[O:7])([CH3:4])([CH3:2])[CH3:3]. The yield is 0.322.